From a dataset of Catalyst prediction with 721,799 reactions and 888 catalyst types from USPTO. Predict which catalyst facilitates the given reaction. (1) Reactant: [Br:1][C:2]1[N:3]=[C:4]2[C:11]([CH:12]=[O:13])=[CH:10][N:9]([CH2:14][O:15][CH2:16][CH2:17][Si:18]([CH3:21])([CH3:20])[CH3:19])[C:5]2=[N:6][C:7]=1[Cl:8].S(=O)(=O)([OH:24])N.Cl([O-])=O.[Na+].P([O-])(O)(O)=O.[K+]. Product: [Br:1][C:2]1[N:3]=[C:4]2[C:11]([C:12]([OH:24])=[O:13])=[CH:10][N:9]([CH2:14][O:15][CH2:16][CH2:17][Si:18]([CH3:21])([CH3:20])[CH3:19])[C:5]2=[N:6][C:7]=1[Cl:8]. The catalyst class is: 127. (2) Reactant: [Cl:1][C:2]1[CH:10]=[C:9]2[C:5]([C:6]([CH2:18][CH2:19]O)=[C:7]([Si:11]([CH2:16][CH3:17])([CH2:14][CH3:15])[CH2:12][CH3:13])[NH:8]2)=[CH:4][C:3]=1[CH3:21].C1(P(C2C=CC=CC=2)C2C=CC=CC=2)C=CC=CC=1.[Br:41]C(Br)(Br)Br. Product: [Br:41][CH2:19][CH2:18][C:6]1[C:5]2[C:9](=[CH:10][C:2]([Cl:1])=[C:3]([CH3:21])[CH:4]=2)[NH:8][C:7]=1[Si:11]([CH2:16][CH3:17])([CH2:14][CH3:15])[CH2:12][CH3:13]. The catalyst class is: 1. (3) Reactant: [CH3:1][O:2][C:3]([C:5]1[N:6]([C:19]2[CH:24]=[CH:23][CH:22]=[CH:21][CH:20]=2)[C:7]2[C:12]([C:13](=[O:17])[C:14]=1[CH2:15]Br)=[CH:11][CH:10]=[C:9]([Cl:18])[CH:8]=2)=[O:4].[CH3:25][O:26][C:27](=[O:35])[C:28]1[CH:33]=[CH:32][N:31]=[C:30]([OH:34])[CH:29]=1.C(=O)([O-])[O-].[K+].[K+]. Product: [CH3:1][O:2][C:3]([C:5]1[N:6]([C:19]2[CH:24]=[CH:23][CH:22]=[CH:21][CH:20]=2)[C:7]2[C:12]([C:13](=[O:17])[C:14]=1[CH2:15][N:31]1[CH:32]=[CH:33][C:28]([C:27]([O:26][CH3:25])=[O:35])=[CH:29][C:30]1=[O:34])=[CH:11][CH:10]=[C:9]([Cl:18])[CH:8]=2)=[O:4]. The catalyst class is: 9.